Dataset: Retrosynthesis with 50K atom-mapped reactions and 10 reaction types from USPTO. Task: Predict the reactants needed to synthesize the given product. Given the product C[Si](C)(C)C#Cc1cnn2c(C(F)(F)F)cc(-c3ccc(C(F)(F)F)cc3)nc12, predict the reactants needed to synthesize it. The reactants are: C#C[Si](C)(C)C.FC(F)(F)c1ccc(-c2cc(C(F)(F)F)n3ncc(I)c3n2)cc1.